This data is from Peptide-MHC class II binding affinity with 134,281 pairs from IEDB. The task is: Regression. Given a peptide amino acid sequence and an MHC pseudo amino acid sequence, predict their binding affinity value. This is MHC class II binding data. (1) The peptide sequence is ADDLTAAINKGILVT. The MHC is DRB1_0405 with pseudo-sequence DRB1_0405. The binding affinity (normalized) is 0.106. (2) The peptide sequence is AAATAETTVYGAFAA. The MHC is HLA-DPA10103-DPB10401 with pseudo-sequence HLA-DPA10103-DPB10401. The binding affinity (normalized) is 0.257. (3) The peptide sequence is KFGVAKKANVYAVKV. The MHC is DRB1_1602 with pseudo-sequence DRB1_1602. The binding affinity (normalized) is 0.446. (4) The peptide sequence is MSWQTYVDEHLMCEI. The MHC is HLA-DPA10103-DPB10201 with pseudo-sequence HLA-DPA10103-DPB10201. The binding affinity (normalized) is 0.632. (5) The peptide sequence is QQIKFAALSARAVAL. The MHC is HLA-DQA10102-DQB10602 with pseudo-sequence HLA-DQA10102-DQB10602. The binding affinity (normalized) is 0.806. (6) The MHC is DRB1_1501 with pseudo-sequence DRB1_1501. The binding affinity (normalized) is 0.583. The peptide sequence is TPDVSFFDSSFAPYL. (7) The peptide sequence is AALPLLFFALAGQRI. The MHC is DRB1_0301 with pseudo-sequence DRB1_0301. The binding affinity (normalized) is 0.629.